From a dataset of Forward reaction prediction with 1.9M reactions from USPTO patents (1976-2016). Predict the product of the given reaction. (1) The product is: [C:1]([O:5][C:6](=[O:23])[NH:7][CH2:8][CH:9]1[CH2:11][C:10]1([C:12]1[CH:17]=[CH:16][C:15]([Cl:18])=[C:14]([Cl:19])[CH:13]=1)[CH:20]([OH:22])[CH3:21])([CH3:2])([CH3:3])[CH3:4]. Given the reactants [C:1]([O:5][C:6](=[O:23])[NH:7][CH2:8][CH:9]1[CH2:11][C:10]1([C:20](=[O:22])[CH3:21])[C:12]1[CH:17]=[CH:16][C:15]([Cl:18])=[C:14]([Cl:19])[CH:13]=1)([CH3:4])([CH3:3])[CH3:2].[BH4-].[K+], predict the reaction product. (2) The product is: [Cl:33][C:30]1[CH:31]=[CH:32][C:27]([C:11]2([CH:14]=[CH:15][C:16]3[CH:25]=[C:24]4[C:19]([C:20](=[O:26])[NH:21][CH:22]=[N:23]4)=[CH:18][CH:17]=3)[CH2:12][CH2:13][NH:8][CH2:9][CH2:10]2)=[CH:28][CH:29]=1. Given the reactants C(OC([N:8]1[CH2:13][CH2:12][C:11]([C:27]2[CH:32]=[CH:31][C:30]([Cl:33])=[CH:29][CH:28]=2)([CH:14]=[CH:15][C:16]2[CH:25]=[C:24]3[C:19]([C:20](=[O:26])[NH:21][CH:22]=[N:23]3)=[CH:18][CH:17]=2)[CH2:10][CH2:9]1)=O)(C)(C)C.Cl, predict the reaction product.